Dataset: TCR-epitope binding with 47,182 pairs between 192 epitopes and 23,139 TCRs. Task: Binary Classification. Given a T-cell receptor sequence (or CDR3 region) and an epitope sequence, predict whether binding occurs between them. The epitope is TPRVTGGGAM. The TCR CDR3 sequence is CASSLLGQDNSPLHF. Result: 1 (the TCR binds to the epitope).